This data is from Forward reaction prediction with 1.9M reactions from USPTO patents (1976-2016). The task is: Predict the product of the given reaction. (1) Given the reactants Cl.[NH:2]([C:4]1[CH:12]=[CH:11][CH:10]=[CH:9][C:5]=1[C:6]([OH:8])=[O:7])[NH2:3].[CH:13](=O)[C:14]1[CH:19]=[CH:18][CH:17]=[CH:16][CH:15]=1, predict the reaction product. The product is: [CH:13](=[N:3]/[NH:2][C:4]1[CH:12]=[CH:11][CH:10]=[CH:9][C:5]=1[C:6]([OH:8])=[O:7])\[C:14]1[CH:19]=[CH:18][CH:17]=[CH:16][CH:15]=1. (2) Given the reactants [C:1](Cl)(Cl)=[S:2].[C@@H:5]1([NH2:15])[C:14]2[C:9](=[CH:10][CH:11]=[CH:12][CH:13]=2)[CH2:8][CH2:7][CH2:6]1.[OH-].[Na+], predict the reaction product. The product is: [N:15]([C@@H:5]1[C:14]2[C:9](=[CH:10][CH:11]=[CH:12][CH:13]=2)[CH2:8][CH2:7][CH2:6]1)=[C:1]=[S:2]. (3) Given the reactants [O:1]1[CH:7]([CH:8]2[CH2:13][CH2:12][CH2:11][CH2:10][CH2:9]2)[CH:2]1[C:3]([O:5]C)=[O:4].[OH-].[Na+], predict the reaction product. The product is: [O:1]1[C@@H:7]([CH:8]2[CH2:9][CH2:10][CH2:11][CH2:12][CH2:13]2)[C@@H:2]1[C:3]([OH:5])=[O:4]. (4) The product is: [CH3:19][O:18][CH:4]1[CH2:8][CH2:7][N:6]([C:9]2[CH:10]=[N:11][N:12]3[CH2:17][CH2:16][NH:15][CH2:14][C:13]=23)[CH2:5]1. Given the reactants COC[CH:4]1[CH2:8][CH2:7][N:6]([C:9]2[CH:10]=[N:11][N:12]3[CH2:17][CH2:16][NH:15][CH2:14][C:13]=23)[CH2:5]1.[OH:18][CH:19]1CCN(C(OC(C)(C)C)=O)C1.OCC1CCN(C(OC(C)(C)C)=O)C1, predict the reaction product. (5) Given the reactants [CH3:1][C:2]1[N:7]=[C:6]([C:8]([OH:10])=[O:9])[CH:5]=[CH:4][CH:3]=1.CO.Cl.[CH3:14]N(C)CCCN=C=NCC, predict the reaction product. The product is: [CH3:14][O:9][C:8]([C:6]1[CH:5]=[CH:4][CH:3]=[C:2]([CH3:1])[N:7]=1)=[O:10]. (6) Given the reactants [CH:1]1([CH:7]([NH:19][C:20]2[N:25]=[CH:24][C:23]([C:26]([N:28]([CH3:36])[CH2:29][CH2:30][C:31]([O:33]CC)=[O:32])=[O:27])=[CH:22][CH:21]=2)[C:8]2[O:9][C:10]3[CH:17]=[CH:16][C:15]([F:18])=[CH:14][C:11]=3[C:12]=2[CH3:13])[CH2:6][CH2:5][CH2:4][CH2:3][CH2:2]1.O1CCCC1.[OH-].[Na+], predict the reaction product. The product is: [CH:1]1([CH:7]([NH:19][C:20]2[N:25]=[CH:24][C:23]([C:26]([N:28]([CH3:36])[CH2:29][CH2:30][C:31]([OH:33])=[O:32])=[O:27])=[CH:22][CH:21]=2)[C:8]2[O:9][C:10]3[CH:17]=[CH:16][C:15]([F:18])=[CH:14][C:11]=3[C:12]=2[CH3:13])[CH2:6][CH2:5][CH2:4][CH2:3][CH2:2]1. (7) Given the reactants [NH:1]([CH2:8][CH2:9][OH:10])[C:2]1[CH:7]=[CH:6][CH:5]=[CH:4][CH:3]=1.CCO.[OH-].[Na+].Cl[CH2:17][C:18](Cl)=[O:19], predict the reaction product. The product is: [C:2]1([N:1]2[CH2:8][CH2:9][O:10][CH2:17][C:18]2=[O:19])[CH:7]=[CH:6][CH:5]=[CH:4][CH:3]=1.